Dataset: Forward reaction prediction with 1.9M reactions from USPTO patents (1976-2016). Task: Predict the product of the given reaction. (1) Given the reactants [NH:1]([C:3]1[CH:8]=[CH:7][N:6]=[C:5]([O:9][CH3:10])[N:4]=1)[NH2:2].[CH3:11][CH2:12][CH2:13]CCC.[CH3:17][CH2:18][O:19][C:20]([CH3:22])=[O:21], predict the reaction product. The product is: [CH3:10][O:9][C:5]1[N:4]=[C:3]([N:1]2[C:22]([C:20]([O:19][CH2:18][CH3:17])=[O:21])=[CH:11][C:12]([CH3:13])=[N:2]2)[CH:8]=[CH:7][N:6]=1. (2) Given the reactants [OH:1][CH:2]([C:4]1[C:9]([N+:10]([O-:12])=[O:11])=[CH:8][CH:7]=[CH:6][C:5]=1[OH:13])[CH3:3].C(=O)([O-])[O-].[K+].[K+].[CH3:20][O:21][C:22]1[CH:29]=[CH:28][C:25]([CH2:26]Cl)=[CH:24][CH:23]=1, predict the reaction product. The product is: [CH3:20][O:21][C:22]1[CH:29]=[CH:28][C:25]([CH2:26][O:13][C:5]2[CH:6]=[CH:7][CH:8]=[C:9]([N+:10]([O-:12])=[O:11])[C:4]=2[CH:2]([OH:1])[CH3:3])=[CH:24][CH:23]=1. (3) The product is: [CH2:27]([O:22][CH2:21][C:3]1[C:2]([Br:1])=[CH:7][C:6]([CH2:8][O:9][Si:10]([CH:17]([CH3:19])[CH3:18])([CH:11]([CH3:12])[CH3:13])[CH:14]([CH3:15])[CH3:16])=[C:5]([Cl:20])[CH:4]=1)[CH:26]=[CH2:25]. Given the reactants [Br:1][C:2]1[CH:7]=[C:6]([CH2:8][O:9][Si:10]([CH:17]([CH3:19])[CH3:18])([CH:14]([CH3:16])[CH3:15])[CH:11]([CH3:13])[CH3:12])[C:5]([Cl:20])=[CH:4][C:3]=1[CH2:21][OH:22].[H-].[Na+].[CH2:25](Br)[CH:26]=[CH2:27], predict the reaction product. (4) Given the reactants Br[C:2]1[C:7]([CH3:8])=[CH:6][C:5]([NH:9][C:10](=[O:16])[O:11][C:12]([CH3:15])([CH3:14])[CH3:13])=[CH:4][C:3]=1[CH3:17].C[Li].C([Li])(C)(C)C.[CH:25]([C:28]1[CH:29]=[C:30]([CH:33]=[CH:34][C:35]=1[O:36][CH3:37])[CH:31]=[O:32])([CH3:27])[CH3:26], predict the reaction product. The product is: [OH:32][CH:31]([C:30]1[CH:33]=[CH:34][C:35]([O:36][CH3:37])=[C:28]([CH:25]([CH3:27])[CH3:26])[CH:29]=1)[C:2]1[C:7]([CH3:8])=[CH:6][C:5]([NH:9][C:10](=[O:16])[O:11][C:12]([CH3:15])([CH3:14])[CH3:13])=[CH:4][C:3]=1[CH3:17]. (5) The product is: [F:1][C:2]1[CH:7]=[C:6]([F:8])[CH:5]=[CH:4][C:3]=1[C:9]1[N:10]([S:19]([C:22]2[CH:27]=[CH:26][CH:25]=[C:24]([F:28])[CH:23]=2)(=[O:21])=[O:20])[CH:11]=[C:12]2[CH:16]([N:17]([CH3:18])[C:37](=[O:38])[O:39][C:40]([CH3:41])([CH3:42])[CH3:43])[CH2:15][CH2:14][C:13]=12. Given the reactants [F:1][C:2]1[CH:7]=[C:6]([F:8])[CH:5]=[CH:4][C:3]=1[C:9]1[N:10]([S:19]([C:22]2[CH:27]=[CH:26][CH:25]=[C:24]([F:28])[CH:23]=2)(=[O:21])=[O:20])[CH:11]=[C:12]2[CH:16]([NH:17][CH3:18])[CH2:15][CH2:14][C:13]=12.[C:37](O[C:37]([O:39][C:40]([CH3:43])([CH3:42])[CH3:41])=[O:38])([O:39][C:40]([CH3:43])([CH3:42])[CH3:41])=[O:38].O, predict the reaction product. (6) Given the reactants [Br:1][C:2]1[CH:7]=[CH:6][C:5]([CH2:8]Br)=[C:4]([Cl:10])[CH:3]=1.[C-:11]#[N:12].[K+], predict the reaction product. The product is: [Br:1][C:2]1[CH:7]=[CH:6][C:5]([CH2:8][C:11]#[N:12])=[C:4]([Cl:10])[CH:3]=1.